From a dataset of Peptide-MHC class II binding affinity with 134,281 pairs from IEDB. Regression. Given a peptide amino acid sequence and an MHC pseudo amino acid sequence, predict their binding affinity value. This is MHC class II binding data. (1) The peptide sequence is EEFVSLASRFLVEED. The MHC is DRB1_0901 with pseudo-sequence DRB1_0901. The binding affinity (normalized) is 0.955. (2) The peptide sequence is WVAWRNRCKGTD. The MHC is H-2-IAb with pseudo-sequence H-2-IAb. The binding affinity (normalized) is 0.0652.